This data is from Full USPTO retrosynthesis dataset with 1.9M reactions from patents (1976-2016). The task is: Predict the reactants needed to synthesize the given product. (1) Given the product [C:40]([O:44][C:45]([N:47]1[CH2:52][CH2:51][CH:50]([N:53]([C:28]([C:27]2[CH:26]=[N:25][C:24]([Br:23])=[CH:32][CH:31]=2)=[O:30])[CH:54]2[CH2:55][CH2:56]2)[CH2:49][CH2:48]1)=[O:46])([CH3:43])([CH3:41])[CH3:42], predict the reactants needed to synthesize it. The reactants are: F[B-](F)(F)F.N1(OC(N(C)C)=[N+](C)C)C2C=CC=CC=2N=N1.[Br:23][C:24]1[CH:32]=[CH:31][C:27]([C:28]([OH:30])=O)=[CH:26][N:25]=1.C(N(CC)CC)C.[C:40]([O:44][C:45]([N:47]1[CH2:52][CH2:51][CH:50]([NH:53][CH:54]2[CH2:56][CH2:55]2)[CH2:49][CH2:48]1)=[O:46])([CH3:43])([CH3:42])[CH3:41]. (2) Given the product [C:12]([O:16][C:17]([C:18]1[NH:19][N:20]=[C:10]([CH2:9][O:8][CH2:7][CH2:6][O:5][CH2:4][CH2:3][O:2][CH3:1])[CH:11]=1)=[O:21])([CH3:15])([CH3:14])[CH3:13], predict the reactants needed to synthesize it. The reactants are: [CH3:1][O:2][CH2:3][CH2:4][O:5][CH2:6][CH2:7][O:8][CH2:9][C:10]#[CH:11].[C:12]([O:16][C:17](=[O:21])[CH:18]=[N+:19]=[N-:20])([CH3:15])([CH3:14])[CH3:13]. (3) Given the product [C:4]([O:3][C:1](=[O:2])[NH:8][CH2:9][C:10](=[O:12])[NH:43][CH2:44][C:45]1[CH:50]=[CH:49][C:48]([N:51]2[C:55]([NH:56][C:57]([NH:59][C:60]3[CH:65]=[CH:64][C:63]([O:66][C:67]4[CH:68]=[CH:69][N:70]=[CH:71][CH:72]=4)=[CH:62][CH:61]=3)=[O:58])=[CH:54][C:53]([C:73]([CH3:76])([CH3:75])[CH3:74])=[N:52]2)=[CH:47][CH:46]=1)([CH3:5])([CH3:6])[CH3:7], predict the reactants needed to synthesize it. The reactants are: [C:1]([NH:8][CH2:9][C:10]([OH:12])=O)([O:3][C:4]([CH3:7])([CH3:6])[CH3:5])=[O:2].CCN=C=NCCCN(C)C.C1C=CC2N(O)N=NC=2C=1.C(N(CC)C(C)C)(C)C.[NH2:43][CH2:44][C:45]1[CH:50]=[CH:49][C:48]([N:51]2[C:55]([NH:56][C:57]([NH:59][C:60]3[CH:65]=[CH:64][C:63]([O:66][C:67]4[CH:72]=[CH:71][N:70]=[CH:69][CH:68]=4)=[CH:62][CH:61]=3)=[O:58])=[CH:54][C:53]([C:73]([CH3:76])([CH3:75])[CH3:74])=[N:52]2)=[CH:47][CH:46]=1.